This data is from Peptide-MHC class II binding affinity with 134,281 pairs from IEDB. The task is: Regression. Given a peptide amino acid sequence and an MHC pseudo amino acid sequence, predict their binding affinity value. This is MHC class II binding data. (1) The peptide sequence is WPDLDLKPGAAWTVY. The MHC is DRB1_0404 with pseudo-sequence DRB1_0404. The binding affinity (normalized) is 0.353. (2) The binding affinity (normalized) is 0.159. The peptide sequence is EEDIEKIPIQEEEY. The MHC is HLA-DPA10301-DPB10402 with pseudo-sequence HLA-DPA10301-DPB10402. (3) The peptide sequence is ENVKMEDVGYPIIID. The MHC is HLA-DPA10201-DPB10101 with pseudo-sequence HLA-DPA10201-DPB10101. The binding affinity (normalized) is 0.198. (4) The peptide sequence is AAATAGTTVYWAFAA. The MHC is HLA-DPA10103-DPB10401 with pseudo-sequence HLA-DPA10103-DPB10401. The binding affinity (normalized) is 0.264. (5) The peptide sequence is AAATAGTYVYGAFAA. The MHC is HLA-DQA10102-DQB10602 with pseudo-sequence HLA-DQA10102-DQB10602. The binding affinity (normalized) is 0.764. (6) The MHC is HLA-DPA10103-DPB10201 with pseudo-sequence HLA-DPA10103-DPB10201. The binding affinity (normalized) is 0. The peptide sequence is AGDGDVVAVDIKEKG. (7) The peptide sequence is PANDKFTVFEAAFNN. The MHC is HLA-DQA10102-DQB10502 with pseudo-sequence HLA-DQA10102-DQB10502. The binding affinity (normalized) is 0.327. (8) The peptide sequence is SWIIRILIGLLVLWI. The MHC is DRB1_0101 with pseudo-sequence DRB1_0101. The binding affinity (normalized) is 0.332. (9) The peptide sequence is PGMAKIPAGELQIID. The MHC is DRB1_0101 with pseudo-sequence DRB1_0101. The binding affinity (normalized) is 0.309. (10) The peptide sequence is KIDAAFKVAATAAAT. The MHC is DRB1_0301 with pseudo-sequence DRB1_0301. The binding affinity (normalized) is 0.217.